From a dataset of Catalyst prediction with 721,799 reactions and 888 catalyst types from USPTO. Predict which catalyst facilitates the given reaction. (1) Reactant: [C:1]([C:5]1[CH:29]=[CH:28][C:8]([CH2:9][NH:10][C:11]2[CH:26]=[CH:25][C:24]([Cl:27])=[CH:23][C:12]=2[C:13]([NH:15][C:16]2[CH:21]=[CH:20][C:19]([Cl:22])=[CH:18][N:17]=2)=[O:14])=[C:7]([O:30][CH:31]2[CH2:36][CH2:35][N:34](C(OC(C)(C)C)=O)[CH2:33][CH2:32]2)[CH:6]=1)([CH3:4])([CH3:3])[CH3:2].[OH-].[Na+]. Product: [C:1]([C:5]1[CH:29]=[CH:28][C:8]([CH2:9][NH:10][C:11]2[CH:26]=[CH:25][C:24]([Cl:27])=[CH:23][C:12]=2[C:13]([NH:15][C:16]2[CH:21]=[CH:20][C:19]([Cl:22])=[CH:18][N:17]=2)=[O:14])=[C:7]([O:30][CH:31]2[CH2:36][CH2:35][NH:34][CH2:33][CH2:32]2)[CH:6]=1)([CH3:4])([CH3:2])[CH3:3]. The catalyst class is: 55. (2) Reactant: [CH2:1]([C:4]1[C:5]([OH:24])=[C:6]([C:20]([O:22][CH3:23])=[O:21])[C:7](=[O:19])[NH:8][C:9]=1[C:10]1[CH:15]=[CH:14][C:13]([N:16]([CH3:18])[CH3:17])=[CH:12][CH:11]=1)[CH:2]=[CH2:3]. Product: [CH3:18][N:16]([CH3:17])[C:13]1[CH:12]=[CH:11][C:10]([C:9]2[NH:8][C:7](=[O:19])[C:6]([C:20]([O:22][CH3:23])=[O:21])=[C:5]([OH:24])[C:4]=2/[CH:1]=[CH:2]/[CH3:3])=[CH:15][CH:14]=1. The catalyst class is: 2. (3) Reactant: [Cl:1][C:2]1[CH:7]=[CH:6][C:5](B(O)O)=[CH:4][C:3]=1[C:11]([NH:13][CH2:14][C:15]12[CH2:24][CH:19]3[CH2:20][CH:21]([CH2:23][CH:17]([CH2:18]3)[CH2:16]1)[CH2:22]2)=[O:12].I[C:26]1[CH:27]=[C:28]([CH:32]=[CH:33][CH:34]=1)[C:29]([OH:31])=[O:30].C(=O)([O-])[O-].[K+].[K+]. Product: [Cl:1][C:2]1[CH:7]=[CH:6][C:5]([C:26]2[CH:34]=[CH:33][CH:32]=[C:28]([C:29]([OH:31])=[O:30])[CH:27]=2)=[CH:4][C:3]=1[C:11]([NH:13][CH2:14][C:15]12[CH2:24][CH:19]3[CH2:20][CH:21]([CH2:23][CH:17]([CH2:18]3)[CH2:16]1)[CH2:22]2)=[O:12]. The catalyst class is: 235. (4) Reactant: [N:1]1([CH2:10][C:11]([C:13]2[CH:18]=[CH:17][CH:16]=[C:15](Br)[CH:14]=2)=[O:12])[C:5]2[CH:6]=[CH:7][CH:8]=[CH:9][C:4]=2[N:3]=[CH:2]1.[CH2:20]([C:24]1[S:28][C:27]([S:29]([NH:32][C:33]([CH3:36])([CH3:35])[CH3:34])(=[O:31])=[O:30])=[C:26](B(O)O)[CH:25]=1)[CH:21]([CH3:23])[CH3:22].C([O-])([O-])=O.[Na+].[Na+]. Product: [N:1]1([CH2:10][C:11]([C:13]2[CH:14]=[C:15]([C:26]3[CH:25]=[C:24]([CH2:20][CH:21]([CH3:22])[CH3:23])[S:28][C:27]=3[S:29]([NH:32][C:33]([CH3:35])([CH3:34])[CH3:36])(=[O:31])=[O:30])[CH:16]=[CH:17][CH:18]=2)=[O:12])[C:5]2[CH:6]=[CH:7][CH:8]=[CH:9][C:4]=2[N:3]=[CH:2]1. The catalyst class is: 460. (5) Reactant: C[O:2][C:3](=[O:36])[C:4]1[CH:9]=[CH:8][C:7]([CH2:10][N:11]2[C:16](=[O:17])[C:15]3[CH:18]=[C:19]([C:21](=[O:32])[NH:22][CH2:23][C:24]4[CH:29]=[CH:28][CH:27]=[C:26]([O:30]C)[CH:25]=4)[S:20][C:14]=3[N:13]([CH3:33])[C:12]2=[O:34])=[CH:6][C:5]=1[CH3:35].Br.C(O)(=O)C. Product: [OH:30][C:26]1[CH:25]=[C:24]([CH:29]=[CH:28][CH:27]=1)[CH2:23][NH:22][C:21]([C:19]1[S:20][C:14]2[N:13]([CH3:33])[C:12](=[O:34])[N:11]([CH2:10][C:7]3[CH:8]=[CH:9][C:4]([C:3]([OH:36])=[O:2])=[C:5]([CH3:35])[CH:6]=3)[C:16](=[O:17])[C:15]=2[CH:18]=1)=[O:32]. The catalyst class is: 33. (6) Reactant: COC(=O)C1C=C[CH:7]=[C:6]([C:10]2[CH:11]=[N:12][C:13]([NH2:25])=[C:14]([C:16]3[S:17][C:18]4[CH:24]=[CH:23][CH:22]=[CH:21][C:19]=4[N:20]=3)[CH:15]=2)[CH:5]=1.C(O)(=O)C1C=CC=CC=1.S1C2C=CC=CC=2N=C1C1C(N)=NC=C(Br)C=1.C[O:54][C:55]([C:57]1[CH:62]=CC(B2OC(C)(C)C(C)(C)O2)=C[N:58]=1)=[O:56].C([O-])([O-])=O.[Cs+].[Cs+]. Product: [NH2:25][C:13]1[N:12]=[CH:11][C:10]([C:6]2[CH:5]=[N:58][C:57]([C:55]([OH:56])=[O:54])=[CH:62][CH:7]=2)=[CH:15][C:14]=1[C:16]1[S:17][C:18]2[CH:24]=[CH:23][CH:22]=[CH:21][C:19]=2[N:20]=1. The catalyst class is: 339. (7) Reactant: C([O:3][C:4](=[O:44])[C:5]([O:8][C:9]1[CH:14]=[CH:13][C:12]([NH:15][C:16](=[O:42])[CH:17]([C:24]2[N:25]([C:35]3[CH:40]=[CH:39][C:38]([Cl:41])=[CH:37][CH:36]=3)[N:26]=[C:27]3[C:32]=2[CH:31]=[C:30]([F:33])[C:29]([F:34])=[CH:28]3)[CH:18]2[CH2:23][CH2:22][CH2:21][CH2:20][CH2:19]2)=[C:11]([F:43])[CH:10]=1)([CH3:7])[CH3:6])C.[OH-].[Li+]. Product: [Cl:41][C:38]1[CH:39]=[CH:40][C:35]([N:25]2[C:24]([CH:17]([CH:18]3[CH2:23][CH2:22][CH2:21][CH2:20][CH2:19]3)[C:16]([NH:15][C:12]3[CH:13]=[CH:14][C:9]([O:8][C:5]([CH3:7])([CH3:6])[C:4]([OH:44])=[O:3])=[CH:10][C:11]=3[F:43])=[O:42])=[C:32]3[C:27]([CH:28]=[C:29]([F:34])[C:30]([F:33])=[CH:31]3)=[N:26]2)=[CH:36][CH:37]=1. The catalyst class is: 36. (8) Reactant: O.[C:2]1([CH3:12])[CH:7]=[CH:6][C:5](S(O)(=O)=O)=[CH:4][CH:3]=1.[CH3:13][O:14][CH:15]([O:19]C)[CH2:16][C:17]#[N:18].C(O)[C:22]1[CH:27]=[CH:26][CH:25]=[CH:24][CH:23]=1.C1(C)C=CC=CC=1. Product: [CH2:12]([O:19][CH:15]([O:14][CH2:13][C:22]1[CH:27]=[CH:26][CH:25]=[CH:24][CH:23]=1)[CH2:16][C:17]#[N:18])[C:2]1[CH:7]=[CH:6][CH:5]=[CH:4][CH:3]=1. The catalyst class is: 66. (9) Reactant: [F:1][C:2]1[CH:3]=[C:4]([OH:9])[CH:5]=[C:6]([OH:8])[CH:7]=1.Br[CH2:11][CH:12]([CH3:14])[CH3:13].C([O-])([O-])=O.[K+].[K+].O. Product: [F:1][C:2]1[CH:7]=[C:6]([OH:8])[CH:5]=[C:4]([O:9][CH2:11][CH:12]([CH3:14])[CH3:13])[CH:3]=1. The catalyst class is: 3. (10) Reactant: [CH3:1][C:2]([CH3:6])([CH3:5])[CH2:3][OH:4].Cl[S:8]([N:11]=C=O)(=[O:10])=[O:9].C(O)=O.CCN(CC)CC. Product: [S:8](=[O:10])(=[O:9])([O:4][CH2:3][C:2]([CH3:6])([CH3:5])[CH3:1])[NH2:11]. The catalyst class is: 2.